Dataset: Full USPTO retrosynthesis dataset with 1.9M reactions from patents (1976-2016). Task: Predict the reactants needed to synthesize the given product. (1) The reactants are: [F:1][CH2:2][C:3]1[N:12]=[C:11](N(C2C=CC(OC)=CC=2)C)[C:10]2[C:5](=[CH:6][CH:7]=[CH:8][CH:9]=2)[N:4]=1.FCC1NC(=O)C2C(=CC=CC=2)N=1.CN(C)C1C=CC=CC=1.P(Cl)(Cl)([Cl:47])=O. Given the product [Cl:47][C:11]1[C:10]2[C:5](=[CH:6][CH:7]=[CH:8][CH:9]=2)[N:4]=[C:3]([CH2:2][F:1])[N:12]=1, predict the reactants needed to synthesize it. (2) Given the product [OH:2][C:3]1[CH:4]=[C:5]2[C:9](=[CH:10][CH:11]=1)[N:8]([CH3:12])[CH:7]=[C:6]2[CH:13]=[O:14], predict the reactants needed to synthesize it. The reactants are: C[O:2][C:3]1[CH:4]=[C:5]2[C:9](=[CH:10][CH:11]=1)[N:8]([CH3:12])[CH:7]=[C:6]2[CH:13]=[O:14].B(Br)(Br)Br. (3) Given the product [Br:1][C:2]1[S:6][C:5]([C:7]([OH:14])=[O:8])=[C:4]([N+:9]([O-:11])=[O:10])[CH:3]=1, predict the reactants needed to synthesize it. The reactants are: [Br:1][C:2]1[S:6][C:5]([CH:7]=[O:8])=[C:4]([N+:9]([O-:11])=[O:10])[CH:3]=1.CC(C)=[O:14].OS(O)(=O)=O.O=[Cr](=O)=O. (4) Given the product [CH3:1][O:2][C:3]1[CH:8]=[CH:7][C:6]2[C:9]3[C:10](=[CH:11][CH:12]=[CH:13][CH:14]=3)[NH:15][C:5]=2[CH:4]=1, predict the reactants needed to synthesize it. The reactants are: [CH3:1][O:2][C:3]1[CH:8]=[CH:7][C:6]([C:9]2[CH:14]=[CH:13][CH:12]=[CH:11][C:10]=2[N+:15]([O-])=O)=[CH:5][CH:4]=1. (5) Given the product [CH3:30][C:28]1[N:27]([C:31]2[CH:36]=[CH:35][CH:34]=[CH:33][CH:32]=2)[N:26]=[C:25]([NH:24][C:21]([C:19]2[CH:18]=[CH:17][C:16]3[N:12]([CH2:11][CH2:10][CH2:9][NH2:8])[CH:13]=[N:14][C:15]=3[CH:20]=2)=[O:23])[CH:29]=1, predict the reactants needed to synthesize it. The reactants are: C(OC([NH:8][CH2:9][CH2:10][CH2:11][N:12]1[C:16]2[CH:17]=[CH:18][C:19]([C:21]([OH:23])=O)=[CH:20][C:15]=2[N:14]=[CH:13]1)=O)(C)(C)C.[NH2:24][C:25]1[CH:29]=[C:28]([CH3:30])[N:27]([C:31]2[CH:36]=[CH:35][CH:34]=[CH:33][CH:32]=2)[N:26]=1.